From a dataset of Reaction yield outcomes from USPTO patents with 853,638 reactions. Predict the reaction yield, written as a fraction of the theoretical maximum amount of product (1.0 means a 100% yield; for example, 0.34 means a 34% yield). The reactants are [CH2:1]([C:4]1[N:8]([CH2:9][C:10]2[CH:27]=[CH:26][C:13]3/[C:14](=C/C#N)/[C:15]4[CH:22]=[CH:21][CH:20]=[CH:19][C:16]=4[CH2:17][CH2:18][C:12]=3[CH:11]=2)[C:7]2[CH:28]=[CH:29][CH:30]=[CH:31][C:6]=2[N:5]=1)[CH2:2][CH3:3].[OH-:32].[Na+].Cl.[CH2:35]([OH:37])[CH3:36]. No catalyst specified. The product is [CH2:1]([C:4]1[N:8]([CH2:9][C:10]2[CH:27]=[CH:26][C:13]3/[C:14](=[CH:36]/[C:35]([OH:32])=[O:37])/[C:15]4[CH:22]=[CH:21][CH:20]=[CH:19][C:16]=4[CH2:17][CH2:18][C:12]=3[CH:11]=2)[C:7]2[CH:28]=[CH:29][CH:30]=[CH:31][C:6]=2[N:5]=1)[CH2:2][CH3:3]. The yield is 0.890.